From a dataset of Reaction yield outcomes from USPTO patents with 853,638 reactions. Predict the reaction yield, written as a fraction of the theoretical maximum amount of product (1.0 means a 100% yield; for example, 0.34 means a 34% yield). (1) The reactants are [C:1]([O:5][C:6](=[O:18])[NH:7][C:8]1([C:16]#[CH:17])[CH2:13][O:12][C:11]([CH3:15])([CH3:14])[O:10][CH2:9]1)([CH3:4])([CH3:3])[CH3:2].C#CCCCCCC.[I:27][C:28]1[CH:33]=[CH:32][C:31](I)=[CH:30][CH:29]=1.IC1C=C2C(=CC=1)CN(C(C1C=CC=CC=1)(C1C=CC=CC=1)C1C=CC=CC=1)C2. No catalyst specified. The product is [I:27][C:28]1[CH:33]=[CH:32][C:31]([C:17]#[C:16][C:8]2([NH:7][C:6](=[O:18])[O:5][C:1]([CH3:4])([CH3:3])[CH3:2])[CH2:13][O:12][C:11]([CH3:15])([CH3:14])[O:10][CH2:9]2)=[CH:30][CH:29]=1. The yield is 0.340. (2) The reactants are Br[C:2]1[S:3][CH:4]=[C:5]([C:7]2[CH:12]=[CH:11][CH:10]=[C:9]([C:13]([F:16])([F:15])[F:14])[CH:8]=2)[N:6]=1.[N:17]1([C:23]([O:25][C:26]([CH3:29])([CH3:28])[CH3:27])=[O:24])[CH2:22][CH2:21][NH:20][CH2:19][CH2:18]1.C(=O)([O-])[O-].[K+].[K+].O. The catalyst is CN(C)C=O. The product is [F:14][C:13]([F:16])([F:15])[C:9]1[CH:8]=[C:7]([C:5]2[N:6]=[C:2]([N:20]3[CH2:19][CH2:18][N:17]([C:23]([O:25][C:26]([CH3:29])([CH3:28])[CH3:27])=[O:24])[CH2:22][CH2:21]3)[S:3][CH:4]=2)[CH:12]=[CH:11][CH:10]=1. The yield is 0.479. (3) The reactants are [O:1]=[C:2]1[NH:11][C:10]2[N:9]=[CH:8][C:7](/[CH:12]=[CH:13]/[C:14]([O:16]C(C)(C)C)=[O:15])=[CH:6][C:5]=2[CH2:4][CH2:3]1.C(O)(C(F)(F)F)=O.C(Cl)[Cl:29]. No catalyst specified. The product is [ClH:29].[O:1]=[C:2]1[NH:11][C:10]2[N:9]=[CH:8][C:7](/[CH:12]=[CH:13]/[C:14]([OH:16])=[O:15])=[CH:6][C:5]=2[CH2:4][CH2:3]1. The yield is 1.00. (4) The reactants are Br[C:2]1[C:15]2[C:16]3=[C:17]4[C:12](=[CH:13][CH:14]=2)[CH:11]=[CH:10][C:9](Br)=[C:8]4[CH:7]=[CH:6][C:5]3=[CH:4][CH:3]=1.[CH:19]1[C:27]2[C:26]3[CH:28]=[CH:29][CH:30]=[CH:31][C:25]=3[O:24][C:23]=2[C:22]([C:32]2[CH:33]=[C:34]([NH:38][C:39]3[C:44]([CH3:45])=[CH:43][CH:42]=[CH:41][C:40]=3[CH3:46])[CH:35]=[CH:36][CH:37]=2)=[CH:21][CH:20]=1.C[C:48]([CH3:51])([O-:50])[CH3:49].[Na+].[C:62](P([C:62]([CH3:65])([CH3:64])[CH3:63])[C:62]([CH3:65])([CH3:64])[CH3:63])([CH3:65])([CH3:64])[CH3:63]. The catalyst is C1C=CC(/C=C/C(/C=C/C2C=CC=CC=2)=O)=CC=1.C1C=CC(/C=C/C(/C=C/C2C=CC=CC=2)=O)=CC=1.[Pd].CCCCCC.C1(C)C(C)=CC=CC=1. The product is [CH:19]1[C:27]2[C:26]3[CH:28]=[CH:29][CH:30]=[CH:31][C:25]=3[O:24][C:23]=2[C:22]([C:32]2[CH:33]=[C:34]([N:38]([C:39]3[C:40]([CH3:46])=[CH:41][CH:42]=[CH:43][C:44]=3[CH3:45])[C:2]3[C:15]4=[C:16]5[C:17]6[C:12]([CH:13]=[CH:14]4)=[CH:11][CH:10]=[C:9]([N:38]([C:34]4[CH:35]=[CH:36][CH:37]=[C:32]([C:51]7[C:48]8[O:50][C:21]9[CH:20]=[CH:19][CH:27]=[CH:23][C:22]=9[C:49]=8[CH:40]=[CH:39][CH:44]=7)[CH:33]=4)[C:65]4[C:26]([CH3:28])=[CH:25][CH:31]=[CH:64][C:62]=4[CH3:63])[C:8]=6[CH:7]=[CH:6][C:5]5=[CH:4][CH:3]=3)[CH:35]=[CH:36][CH:37]=2)=[CH:21][CH:20]=1. The yield is 0.300. (5) The reactants are FC(F)(F)C(O)=O.[OH:8][C:9]1[CH:18]=[C:17]2[C:12]([C:13]([NH:19][C:20]3[CH:25]=[CH:24][CH:23]=[C:22]([CH3:26])[CH:21]=3)=[N:14][CH:15]=[N:16]2)=[C:11]([O:27][CH:28]2[CH2:33][CH2:32][N:31]([CH3:34])[CH2:30][CH2:29]2)[CH:10]=1.[CH3:35][O:36][CH2:37][CH2:38]Br. The product is [CH3:35][O:36][CH2:37][CH2:38][O:8][C:9]1[CH:18]=[C:17]2[C:12]([C:13]([NH:19][C:20]3[CH:25]=[CH:24][CH:23]=[C:22]([CH3:26])[CH:21]=3)=[N:14][CH:15]=[N:16]2)=[C:11]([O:27][CH:28]2[CH2:29][CH2:30][N:31]([CH3:34])[CH2:32][CH2:33]2)[CH:10]=1. The yield is 0.360. No catalyst specified. (6) The reactants are [Cl:1][C:2]1[CH:10]=[CH:9][C:5]([C:6]([OH:8])=[O:7])=[CH:4][N:3]=1.[C:11]1([CH3:19])[CH:16]=[CH:15][CH:14]=[CH:13][C:12]=1[Mg]Cl.C(O)(=O)C. The catalyst is C1COCC1.O.O.C([O-])(=O)C.[Mn+3].C([O-])(=O)C.C([O-])(=O)C. The product is [Cl:1][C:2]1[CH:10]=[C:9]([C:12]2[CH:13]=[CH:14][CH:15]=[CH:16][C:11]=2[CH3:19])[C:5]([C:6]([OH:8])=[O:7])=[CH:4][N:3]=1. The yield is 0.510.